From a dataset of Full USPTO retrosynthesis dataset with 1.9M reactions from patents (1976-2016). Predict the reactants needed to synthesize the given product. (1) Given the product [C:14]([C:3]1[CH:4]=[C:5]([CH:11]=[CH:12][C:2]=1[OH:1])[C:6]([O:8][CH2:9][CH3:10])=[O:7])#[N:15], predict the reactants needed to synthesize it. The reactants are: [OH:1][C:2]1[CH:12]=[CH:11][C:5]([C:6]([O:8][CH2:9][CH3:10])=[O:7])=[CH:4][C:3]=1I.[C:14]([Cu])#[N:15]. (2) Given the product [Cl:1][C:2]1[CH:7]=[C:6]([C:8]([F:10])([F:11])[F:9])[CH:5]=[CH:4][C:3]=1[N:12]([CH2:42][CH3:43])[C:13]1[N:14]=[C:15]([C:31]2[CH:36]=[CH:35][CH:34]=[CH:33][C:32]=2[O:37][CH2:38][CH:39]2[CH2:41][CH2:40]2)[C:16]2[NH:21][N:20]=[CH:19][C:17]=2[N:18]=1, predict the reactants needed to synthesize it. The reactants are: [Cl:1][C:2]1[CH:7]=[C:6]([C:8]([F:11])([F:10])[F:9])[CH:5]=[CH:4][C:3]=1[N:12]([CH2:42][CH3:43])[C:13]1[N:14]=[C:15]([C:31]2[CH:36]=[CH:35][CH:34]=[CH:33][C:32]=2[O:37][CH2:38][CH:39]2[CH2:41][CH2:40]2)[C:16]2[C:17](=[CH:19][N:20](CC3C=CC(OC)=CC=3)[N:21]=2)[N:18]=1.[H-].[Na+].O. (3) Given the product [CH2:13]([O:11][C:8]1[CH:7]=[C:4]([CH:3]=[C:2]([F:1])[C:9]=1[O:18][CH2:15][CH3:21])[CH:5]=[O:6])[CH3:14], predict the reactants needed to synthesize it. The reactants are: [F:1][C:2]1[CH:3]=[C:4]([CH:7]=[C:8]([OH:11])[C:9]=1O)[CH:5]=[O:6].I[CH2:13][CH3:14].[C:15]([O-:18])([O-])=O.[K+].[K+].[CH3:21]N(C=O)C. (4) Given the product [Cl:1][C:2]1[CH:7]=[C:6]([N:19]2[CH2:24][CH2:23][O:22][CH2:21][CH2:20]2)[N:5]2[N:9]=[C:10]([C:12]3[CH:17]=[CH:16][CH:15]=[CH:14][C:13]=3[CH3:18])[CH:11]=[C:4]2[N:3]=1, predict the reactants needed to synthesize it. The reactants are: [Cl:1][C:2]1[CH:7]=[C:6](Cl)[N:5]2[N:9]=[C:10]([C:12]3[CH:17]=[CH:16][CH:15]=[CH:14][C:13]=3[CH3:18])[CH:11]=[C:4]2[N:3]=1.[NH:19]1[CH2:24][CH2:23][O:22][CH2:21][CH2:20]1. (5) Given the product [F:43][C:40]1[CH:41]=[CH:42][C:37]([C:16]2[CH:17]=[CH:18][C:13]([C@@H:11]([N:7]3[CH2:6][CH2:5][C@:4]([CH2:3][C:2]([OH:1])([CH3:34])[CH3:35])([C:28]4[CH:29]=[CH:30][CH:31]=[CH:32][CH:33]=4)[O:9][C:8]3=[O:10])[CH3:12])=[CH:14][CH:15]=2)=[N:38][CH:39]=1, predict the reactants needed to synthesize it. The reactants are: [OH:1][C:2]([CH3:35])([CH3:34])[CH2:3][C@@:4]1([C:28]2[CH:33]=[CH:32][CH:31]=[CH:30][CH:29]=2)[O:9][C:8](=[O:10])[N:7]([C@H:11]([C:13]2[CH:18]=[CH:17][C:16](B3OC(C)(C)C(C)(C)O3)=[CH:15][CH:14]=2)[CH3:12])[CH2:6][CH2:5]1.Br[C:37]1[CH:42]=[CH:41][C:40]([F:43])=[CH:39][N:38]=1. (6) Given the product [CH3:1][C:2]([CH3:16])([CH3:15])[CH2:3][S:4][C:7]1[CH:8]=[CH:9][C:10]([CH3:11])=[CH:13][CH:14]=1, predict the reactants needed to synthesize it. The reactants are: [CH3:1][C:2]([CH3:16])([CH3:15])[CH2:3][S:4]([C:7]1[CH:14]=[CH:13][C:10]([CH2:11]N)=[CH:9][CH:8]=1)(=O)=O.Cl.C([O-])(O)=O.[Na+]. (7) Given the product [Cl:31][C:32]1[CH:37]=[CH:36][C:35]([S:38][C:2]2[C:7]([N+:8]([O-:10])=[O:9])=[CH:6][C:5]([NH:11][C:12]([C:14]3[CH:19]=[CH:18][C:17]([CH3:20])=[CH:16][CH:15]=3)=[O:13])=[C:4]([NH:21][C:22]([C:24]3[CH:29]=[CH:28][C:27]([CH3:30])=[CH:26][CH:25]=3)=[O:23])[CH:3]=2)=[CH:34][CH:33]=1, predict the reactants needed to synthesize it. The reactants are: F[C:2]1[C:7]([N+:8]([O-:10])=[O:9])=[CH:6][C:5]([NH:11][C:12]([C:14]2[CH:19]=[CH:18][C:17]([CH3:20])=[CH:16][CH:15]=2)=[O:13])=[C:4]([NH:21][C:22]([C:24]2[CH:29]=[CH:28][C:27]([CH3:30])=[CH:26][CH:25]=2)=[O:23])[CH:3]=1.[Cl:31][C:32]1[CH:37]=[CH:36][C:35]([SH:38])=[CH:34][CH:33]=1.C([O-])([O-])=O.[K+].[K+]. (8) Given the product [C:1]1([N:7]2[CH:12]=[CH:11][NH:14][C:10](=[O:13])[CH:9]=[CH:8]2)[CH:6]=[CH:5][CH:4]=[CH:3][CH:2]=1, predict the reactants needed to synthesize it. The reactants are: [C:1]1([N:7]2[CH2:12][CH2:11][C:10](=[O:13])[CH2:9][CH2:8]2)[CH:6]=[CH:5][CH:4]=[CH:3][CH:2]=1.[N-:14]=[N+]=[N-].[Na+].[OH-].[Na+]. (9) The reactants are: [CH3:1][O:2][C:3](=[O:12])[C:4]1[CH:9]=[CH:8][C:7]([NH2:10])=[C:6]([NH2:11])[CH:5]=1.C1C[O:16][CH2:15]C1.C(C1NC=CN=1)(C1NC=CN=1)=O.Cl. Given the product [CH3:1][O:2][C:3]([C:4]1[CH:9]=[CH:8][C:7]2[NH:10][C:15](=[O:16])[NH:11][C:6]=2[CH:5]=1)=[O:12], predict the reactants needed to synthesize it. (10) Given the product [NH2:21][C:18]1[CH:19]=[CH:20][C:15]([C:14]([C:11]2[CH:12]=[CH:13][C:8]([Cl:7])=[CH:9][CH:10]=2)=[O:25])=[CH:16][C:17]=1[CH3:24], predict the reactants needed to synthesize it. The reactants are: C(OCC)(=O)C.[Cl:7][C:8]1[CH:13]=[CH:12][C:11]([C:14](=[O:25])[C:15]2[CH:20]=[CH:19][C:18]([N+:21]([O-])=O)=[C:17]([CH3:24])[CH:16]=2)=[CH:10][CH:9]=1.C(O)(=O)C.